From a dataset of Forward reaction prediction with 1.9M reactions from USPTO patents (1976-2016). Predict the product of the given reaction. Given the reactants [CH3:1][CH:2]1[CH2:7][CH2:6][N:5]([C:8]2[CH:15]=[CH:14][C:11]([CH2:12][NH2:13])=[CH:10][CH:9]=2)[CH2:4][CH2:3]1.[N:16]([C:19]1[CH:28]=[CH:27][CH:26]=[C:25]2[C:20]=1[CH:21]=[C:22]([CH3:29])[N:23]=[CH:24]2)=[C:17]=[O:18].N(C1C=CC=C2C=1C=CN=C2)=C=O, predict the reaction product. The product is: [CH3:29][C:22]1[N:23]=[CH:24][C:25]2[C:20]([CH:21]=1)=[C:19]([NH:16][C:17]([NH:13][CH2:12][C:11]1[CH:10]=[CH:9][C:8]([N:5]3[CH2:6][CH2:7][CH:2]([CH3:1])[CH2:3][CH2:4]3)=[CH:15][CH:14]=1)=[O:18])[CH:28]=[CH:27][CH:26]=2.